From a dataset of Full USPTO retrosynthesis dataset with 1.9M reactions from patents (1976-2016). Predict the reactants needed to synthesize the given product. (1) Given the product [CH:2]1([C:1]([NH:4][CH2:5][CH2:6][C:7]2[CH:12]=[CH:11][C:10]([C:13]3[CH:14]=[C:15]4[C:19](=[C:20]([C:22]([NH2:24])=[O:23])[CH:21]=3)[NH:18][CH:17]=[C:16]4[CH:25]3[CH2:30][CH2:29][N:28]([S:31]([CH2:34][CH3:35])(=[O:32])=[O:33])[CH2:27][CH2:26]3)=[CH:9][CH:8]=2)=[O:3])[CH2:42][CH2:37][CH2:38]1, predict the reactants needed to synthesize it. The reactants are: [C:1]([NH:4][CH2:5][CH2:6][C:7]1[CH:12]=[CH:11][C:10]([C:13]2[CH:14]=[C:15]3[C:19](=[C:20]([C:22]([NH2:24])=[O:23])[CH:21]=2)[NH:18][CH:17]=[C:16]3[CH:25]2[CH2:30][CH2:29][N:28]([S:31]([CH2:34][CH3:35])(=[O:33])=[O:32])[CH2:27][CH2:26]2)=[CH:9][CH:8]=1)(=[O:3])[CH3:2].Br[C:37]1[CH:42]=CC(CCNC(=O)C)=C[CH:38]=1. (2) Given the product [CH3:27][C:29]1[NH:30][C:31]2[C:36]([CH:37]=1)=[CH:35][CH:34]=[C:33]([NH2:38])[CH:32]=2, predict the reactants needed to synthesize it. The reactants are: [H-].[H-].[H-].[H-].[Li+].[Al+3].C(OC(C1NC2C(C=1)=C([N+]([O-])=O)C=CC=2)=O)C.C(O[C:27]([C:29]1[NH:30][C:31]2[C:36]([CH:37]=1)=[CH:35][CH:34]=[C:33]([N+:38]([O-])=O)[CH:32]=2)=O)C.[OH-].[Na+].